This data is from Catalyst prediction with 721,799 reactions and 888 catalyst types from USPTO. The task is: Predict which catalyst facilitates the given reaction. (1) Reactant: [CH:1]([N:4]1[CH2:9][CH2:8][N:7]([CH2:10][C:11]2[CH:16]=[CH:15][C:14]([N+:17]([O-])=O)=[CH:13][CH:12]=2)[CH2:6][CH2:5]1)([CH3:3])[CH3:2]. Product: [CH:1]([N:4]1[CH2:9][CH2:8][N:7]([CH2:10][C:11]2[CH:12]=[CH:13][C:14]([NH2:17])=[CH:15][CH:16]=2)[CH2:6][CH2:5]1)([CH3:3])[CH3:2]. The catalyst class is: 227. (2) Reactant: [Cl:1][C:2]1[CH:10]=[CH:9][C:5]([C:6]([OH:8])=O)=[CH:4][C:3]=1[I:11].CCN=C=NCCCN(C)C.Cl.C1C=CC2N(O)N=NC=2C=1.CCN(C(C)C)C(C)C.[NH2:43][C:44]1[CH:45]=[CH:46][C:47]([O:50][CH3:51])=[N:48][CH:49]=1. Product: [Cl:1][C:2]1[CH:10]=[CH:9][C:5]([C:6]([NH:43][C:44]2[CH:49]=[N:48][C:47]([O:50][CH3:51])=[CH:46][CH:45]=2)=[O:8])=[CH:4][C:3]=1[I:11]. The catalyst class is: 4.